The task is: Predict which catalyst facilitates the given reaction.. This data is from Catalyst prediction with 721,799 reactions and 888 catalyst types from USPTO. (1) Reactant: [Br:1][C:2]1[CH:7]=[CH:6][CH:5]=[C:4]([N+:8]([O-:10])=[O:9])[C:3]=1F.[NH2:12][CH2:13][C@@H:14]1[CH2:18][CH2:17][N:16]([C:19]([O:21][C:22]([CH3:25])([CH3:24])[CH3:23])=[O:20])[CH2:15]1.CCN(C(C)C)C(C)C. Product: [Br:1][C:2]1[CH:7]=[CH:6][CH:5]=[C:4]([N+:8]([O-:10])=[O:9])[C:3]=1[NH:12][CH2:13][C@@H:14]1[CH2:18][CH2:17][N:16]([C:19]([O:21][C:22]([CH3:25])([CH3:24])[CH3:23])=[O:20])[CH2:15]1. The catalyst class is: 58. (2) Reactant: [CH2:1]([O:3][C:4]1[CH:5]=[C:6]([CH:27]=[C:28]([O:35][CH2:36][CH3:37])[C:29]=1[N:30]1[CH:34]=[CH:33][CH:32]=[CH:31]1)[CH2:7][N:8]1[CH2:13][CH2:12][CH:11]([NH:14][C:15]2[O:16][C:17]3[CH:23]=[CH:22][CH:21]=[C:20]([N+:24]([O-])=O)[C:18]=3[N:19]=2)[CH2:10][CH2:9]1)[CH3:2]. Product: [CH2:1]([O:3][C:4]1[CH:5]=[C:6]([CH:27]=[C:28]([O:35][CH2:36][CH3:37])[C:29]=1[N:30]1[CH:34]=[CH:33][CH:32]=[CH:31]1)[CH2:7][N:8]1[CH2:13][CH2:12][CH:11]([NH:14][C:15]2[O:16][C:17]3[C:18](=[C:20]([NH2:24])[CH:21]=[CH:22][CH:23]=3)[N:19]=2)[CH2:10][CH2:9]1)[CH3:2]. The catalyst class is: 465. (3) Reactant: [BH3-]C#N.[Na+].[N:5]1([CH:11]2[CH2:16][CH2:15][N:14]([C:17]([O:19][C:20]([CH3:23])([CH3:22])[CH3:21])=[O:18])[CH2:13][CH2:12]2)[CH2:10][CH2:9][NH:8][CH2:7][CH2:6]1.[CH:24]1([CH:27]=O)[CH2:26][CH2:25]1. Product: [CH:24]1([CH2:27][N:8]2[CH2:7][CH2:6][N:5]([CH:11]3[CH2:16][CH2:15][N:14]([C:17]([O:19][C:20]([CH3:23])([CH3:22])[CH3:21])=[O:18])[CH2:13][CH2:12]3)[CH2:10][CH2:9]2)[CH2:26][CH2:25]1. The catalyst class is: 14. (4) Reactant: CS(C)=O.C(Cl)(=O)C(Cl)=O.[OH:11][CH2:12][C@@H:13]1[CH2:21][C:20]2[C:15](=[CH:16][CH:17]=[CH:18][CH:19]=2)[N:14]1[C:22]([O:24][C:25]([CH3:28])([CH3:27])[CH3:26])=[O:23].C(N(CC)CC)C. Product: [CH:12]([C@@H:13]1[CH2:21][C:20]2[C:15](=[CH:16][CH:17]=[CH:18][CH:19]=2)[N:14]1[C:22]([O:24][C:25]([CH3:28])([CH3:27])[CH3:26])=[O:23])=[O:11]. The catalyst class is: 46.